Dataset: Forward reaction prediction with 1.9M reactions from USPTO patents (1976-2016). Task: Predict the product of the given reaction. (1) Given the reactants [CH2:1]([O:3][C:4](=[O:47])[C:5]1[CH:10]=[CH:9][CH:8]=[C:7]([C:11]2[C:20]3[CH2:21][N:22]([CH2:25][C:26]4[CH:31]=[CH:30][C:29]([F:32])=[CH:28][CH:27]=4)[C:23](=[O:24])[C:19]=3[C:18]([O:33]C(C3C=CC=CC=3)C3C=CC=CC=3)=[C:17]3[C:12]=2[CH:13]=[CH:14][CH:15]=[N:16]3)[CH:6]=1)[CH3:2].[F:48][C:49]([F:54])([F:53])[C:50]([OH:52])=[O:51].C([SiH](CC)CC)C, predict the reaction product. The product is: [CH2:1]([O:3][C:4](=[O:47])[C:5]1[CH:10]=[CH:9][CH:8]=[C:7]([C:11]2[C:20]3[CH2:21][N:22]([CH2:25][C:26]4[CH:27]=[CH:28][C:29]([F:32])=[CH:30][CH:31]=4)[C:23](=[O:24])[C:19]=3[C:18]([OH:33])=[C:17]3[C:12]=2[CH:13]=[CH:14][CH:15]=[N:16]3)[CH:6]=1)[CH3:2].[C:50]([OH:52])([C:49]([F:54])([F:53])[F:48])=[O:51]. (2) Given the reactants [NH:1]1[CH2:15][CH2:14][CH2:13][C@H:2]1[C:3]([O:5][CH2:6][C:7]1[CH:12]=[CH:11][CH:10]=[CH:9][CH:8]=1)=[O:4].[NH:16]([C:24]([O:26][C:27]([CH3:30])([CH3:29])[CH3:28])=[O:25])[C@H:17]([C:21](O)=[O:22])[CH:18]([CH3:20])[CH3:19].C1C=CC2N(O)N=NC=2C=1.CN1CCOCC1.C1CCC(N=C=NC2CCCCC2)CC1, predict the reaction product. The product is: [NH:16]([C:24]([O:26][C:27]([CH3:29])([CH3:28])[CH3:30])=[O:25])[C@H:17]([C:21]([N:1]1[CH2:15][CH2:14][CH2:13][C@H:2]1[C:3]([O:5][CH2:6][C:7]1[CH:8]=[CH:9][CH:10]=[CH:11][CH:12]=1)=[O:4])=[O:22])[CH:18]([CH3:19])[CH3:20]. (3) Given the reactants Cl.Cl[CH2:3][C:4]1[C:9]([CH3:10])=[C:8]([O:11][CH3:12])[C:7]([CH3:13])=[CH:6][N:5]=1.[CH3:14][NH2:15], predict the reaction product. The product is: [CH3:12][O:11][C:8]1[C:7]([CH3:13])=[CH:6][N:5]=[C:4]([CH2:3][NH:15][CH3:14])[C:9]=1[CH3:10]. (4) The product is: [C:13]([C:18]1([CH3:1])[CH2:22][S:21][C:20]([C:23]2[CH:28]=[CH:27][CH:26]=[CH:25][CH:24]=2)=[N:19]1)([O:15][CH2:16][CH3:17])=[O:14]. Given the reactants [CH2:1]([Li])CCC.C(NC(C)C)(C)C.[C:13]([CH:18]1[CH2:22][S:21][C:20]([C:23]2[CH:28]=[CH:27][CH:26]=[CH:25][CH:24]=2)=[N:19]1)([O:15][CH2:16][CH3:17])=[O:14].CI.Cl, predict the reaction product. (5) Given the reactants [CH2:1]=[C:2]1[CH2:8][CH:7]2[N:9]([C:10]([O:12][C:13]([CH3:16])([CH3:15])[CH3:14])=[O:11])[CH:4]([CH2:5][CH2:6]2)[CH2:3]1.B.[O:18]1CCCC1.[OH-].[Na+].O.OO, predict the reaction product. The product is: [OH:18][CH2:1][CH:2]1[CH2:3][CH:4]2[N:9]([C:10]([O:12][C:13]([CH3:16])([CH3:15])[CH3:14])=[O:11])[CH:7]([CH2:6][CH2:5]2)[CH2:8]1. (6) Given the reactants [Br:1][C:2]1[CH:8]=[CH:7][C:5]([NH2:6])=[C:4]([F:9])[C:3]=1[Cl:10].C1C(=O)N([I:18])C(=O)C1, predict the reaction product. The product is: [Br:1][C:2]1[CH:8]=[C:7]([I:18])[C:5]([NH2:6])=[C:4]([F:9])[C:3]=1[Cl:10].